The task is: Regression. Given a peptide amino acid sequence and an MHC pseudo amino acid sequence, predict their binding affinity value. This is MHC class I binding data.. This data is from Peptide-MHC class I binding affinity with 185,985 pairs from IEDB/IMGT. (1) The peptide sequence is EILTVKRPLL. The MHC is HLA-A02:01 with pseudo-sequence HLA-A02:01. The binding affinity (normalized) is 0. (2) The peptide sequence is VPGLSPEAL. The MHC is HLA-A26:01 with pseudo-sequence HLA-A26:01. The binding affinity (normalized) is 0.213. (3) The peptide sequence is VFTSAVLLL. The MHC is HLA-A24:02 with pseudo-sequence HLA-A24:02. The binding affinity (normalized) is 0.570. (4) The peptide sequence is RPAPGAAGP. The MHC is HLA-A32:01 with pseudo-sequence HLA-A32:01. The binding affinity (normalized) is 0. (5) The peptide sequence is FANYGFTLA. The MHC is HLA-A02:01 with pseudo-sequence HLA-A02:01. The binding affinity (normalized) is 0.324. (6) The peptide sequence is EVHIYYLEK. The MHC is HLA-A26:01 with pseudo-sequence HLA-A26:01. The binding affinity (normalized) is 0.0847. (7) The peptide sequence is AYMDRKSFK. The MHC is HLA-B08:01 with pseudo-sequence HLA-B08:01. The binding affinity (normalized) is 0.0847. (8) The peptide sequence is VTQMKSLVTK. The MHC is HLA-A11:01 with pseudo-sequence HLA-A11:01. The binding affinity (normalized) is 0.860. (9) The peptide sequence is TSASFTDLY. The MHC is HLA-A25:01 with pseudo-sequence HLA-A25:01. The binding affinity (normalized) is 0.0847.